This data is from Peptide-MHC class II binding affinity with 134,281 pairs from IEDB. The task is: Regression. Given a peptide amino acid sequence and an MHC pseudo amino acid sequence, predict their binding affinity value. This is MHC class II binding data. (1) The peptide sequence is HGVAKNPVVDGNPTV. The MHC is HLA-DQA10501-DQB10402 with pseudo-sequence HLA-DQA10501-DQB10402. The binding affinity (normalized) is 0. (2) The peptide sequence is EKKYFAATVFEPLAA. The MHC is DRB1_0701 with pseudo-sequence DRB1_0701. The binding affinity (normalized) is 0.786. (3) The peptide sequence is NVQSLGWNIITFKDK. The MHC is HLA-DQA10501-DQB10303 with pseudo-sequence HLA-DQA10501-DQB10303. The binding affinity (normalized) is 0.397. (4) The peptide sequence is FREFSRAKGLNQEILE. The MHC is DRB1_0101 with pseudo-sequence DRB1_0101. The binding affinity (normalized) is 0.458. (5) The peptide sequence is DPDKDVDIMVRDGQL. The MHC is DRB1_1501 with pseudo-sequence DRB1_1501. The binding affinity (normalized) is 0.177. (6) The peptide sequence is DLGYAPATPAAPGAG. The MHC is HLA-DQA10501-DQB10301 with pseudo-sequence HLA-DQA10501-DQB10301. The binding affinity (normalized) is 0.874.